This data is from Full USPTO retrosynthesis dataset with 1.9M reactions from patents (1976-2016). The task is: Predict the reactants needed to synthesize the given product. (1) Given the product [O:2]=[C:24]1[N:23]([C:25]([O:27][C:28]([CH3:30])([CH3:31])[CH3:29])=[O:26])[CH:22]([C:32]([O:34][CH3:35])=[O:33])[CH2:21][CH:20]1[O:19][CH2:18][CH2:17][O:16][S:13]([C:10]1[CH:11]=[CH:12][C:7]([CH3:36])=[CH:8][CH:9]=1)(=[O:14])=[O:15], predict the reactants needed to synthesize it. The reactants are: I([O-])(=O)(=O)=[O:2].[Na+].[C:7]1([CH3:36])[CH:12]=[CH:11][C:10]([S:13]([O:16][CH2:17][CH2:18][O:19][CH:20]2[CH2:24][N:23]([C:25]([O:27][C:28]([CH3:31])([CH3:30])[CH3:29])=[O:26])[CH:22]([C:32]([O:34][CH3:35])=[O:33])[CH2:21]2)(=[O:15])=[O:14])=[CH:9][CH:8]=1. (2) Given the product [Cl:8][C:5]1[CH:6]=[CH:7][C:2]([NH2:1])=[C:3]([O:9][C:12]2[CH:13]=[CH:14][C:15]([N+:17]([O-:19])=[O:18])=[CH:16][C:11]=2[Cl:10])[CH:4]=1, predict the reactants needed to synthesize it. The reactants are: [NH2:1][C:2]1[CH:7]=[CH:6][C:5]([Cl:8])=[CH:4][C:3]=1[OH:9].[Cl:10][C:11]1[CH:16]=[C:15]([N+:17]([O-:19])=[O:18])[CH:14]=[CH:13][C:12]=1F.C(=O)([O-])[O-].[K+].[K+]. (3) Given the product [CH:1]1([N:6]2[C:11]3=[N:12][C:13]([NH:32][CH2:33][CH2:34][O:35][CH2:36][CH2:37][OH:38])=[N:14][CH:15]=[C:10]3[CH2:9][N:8]([C:19]3[C:24]([F:25])=[C:23]([O:26][CH3:27])[CH:22]=[C:21]([O:28][CH3:29])[C:20]=3[F:30])[C:7]2=[O:31])[CH2:5][CH2:4][CH2:3][CH2:2]1, predict the reactants needed to synthesize it. The reactants are: [CH:1]1([N:6]2[C:11]3=[N:12][C:13](S(C)=O)=[N:14][CH:15]=[C:10]3[CH2:9][N:8]([C:19]3[C:24]([F:25])=[C:23]([O:26][CH3:27])[CH:22]=[C:21]([O:28][CH3:29])[C:20]=3[F:30])[C:7]2=[O:31])[CH2:5][CH2:4][CH2:3][CH2:2]1.[NH2:32][CH2:33][CH2:34][O:35][CH2:36][CH2:37][OH:38]. (4) Given the product [NH2:1][C:4]1[CH:5]=[N:6][C:7]2[C:12]([C:13]=1[OH:14])=[N:11][CH:10]=[CH:9][CH:8]=2, predict the reactants needed to synthesize it. The reactants are: [N+:1]([C:4]1[CH:5]=[N:6][C:7]2[C:12]([C:13]=1[OH:14])=[N:11][CH:10]=[CH:9][CH:8]=2)([O-])=O.C(N(CC)CC)C.